This data is from Forward reaction prediction with 1.9M reactions from USPTO patents (1976-2016). The task is: Predict the product of the given reaction. (1) Given the reactants [NH3:1].[C:2]1([S:8]([C:11]2[C:19]3[C:14](=[CH:15][CH:16]=[C:17]([O:20][CH2:21][CH2:22]OS(C4C=CC(C)=CC=4)(=O)=O)[CH:18]=3)[NH:13][N:12]=2)(=[O:10])=[O:9])[CH:7]=[CH:6][CH:5]=[CH:4][CH:3]=1.C(=O)(O)[O-].[Na+], predict the reaction product. The product is: [C:2]1([S:8]([C:11]2[C:19]3[C:14](=[CH:15][CH:16]=[C:17]([O:20][CH2:21][CH2:22][NH2:1])[CH:18]=3)[NH:13][N:12]=2)(=[O:10])=[O:9])[CH:7]=[CH:6][CH:5]=[CH:4][CH:3]=1. (2) Given the reactants [C:1]([N:5]1[C:13]2[CH:12]=[CH:11][N:10]=[C:9]([O:14][CH3:15])[C:8]=2[C:7]([C:16]2[CH:17]=[C:18]([C:21]([OH:23])=O)[S:19][CH:20]=2)=[N:6]1)([CH3:4])([CH3:3])[CH3:2].CC[N:26]=C=NCCCN(C)C.Cl.O, predict the reaction product. The product is: [C:1]([N:5]1[C:13]2[CH:12]=[CH:11][N:10]=[C:9]([O:14][CH3:15])[C:8]=2[C:7]([C:16]2[CH:17]=[C:18]([C:21]([NH2:26])=[O:23])[S:19][CH:20]=2)=[N:6]1)([CH3:3])([CH3:2])[CH3:4]. (3) The product is: [CH3:1][O:16][C:14](=[O:15])[CH:12]=[C:32]([C:29]1[CH:30]=[CH:31][C:26]([CH2:22][CH:23]([CH3:25])[CH3:24])=[CH:27][CH:28]=1)[CH3:33]. Given the reactants [CH3:1][Si]([N-][Si](C)(C)C)(C)C.[Li+].C[C:12](P(OC)(O)=O)([C:14]([O-:16])=[O:15])C.[CH2:22]([C:26]1[CH:31]=[CH:30][C:29]([C:32](=O)[CH3:33])=[CH:28][CH:27]=1)[CH:23]([CH3:25])[CH3:24], predict the reaction product. (4) Given the reactants [C:1]([C:3]1[CH:8]=[CH:7][C:6]([N:9]2[CH2:15][CH2:14][C:13]3[O:16][N:17]=[C:18]([CH3:19])[C:12]=3[C:11]3[CH:20]=[C:21]([C:24](O)=[O:25])[CH:22]=[CH:23][C:10]2=3)=[CH:5][CH:4]=1)#[N:2].[Cl-].[NH4+].CC[N:31](C(C)C)C(C)C.CCOC(C(C#N)=NOC(N1CCOCC1)=[N+](C)C)=O.F[P-](F)(F)(F)(F)F, predict the reaction product. The product is: [C:1]([C:3]1[CH:4]=[CH:5][C:6]([N:9]2[CH2:15][CH2:14][C:13]3[O:16][N:17]=[C:18]([CH3:19])[C:12]=3[C:11]3[CH:20]=[C:21]([C:24]([NH2:31])=[O:25])[CH:22]=[CH:23][C:10]2=3)=[CH:7][CH:8]=1)#[N:2]. (5) Given the reactants [F:1][C:2]1[CH:7]=[CH:6][CH:5]=[CH:4][C:3]=1[S:8](Cl)(=[O:10])=[O:9].[C:12]([NH2:16])([CH3:15])([CH3:14])[CH3:13], predict the reaction product. The product is: [C:12]([NH:16][S:8]([C:3]1[CH:4]=[CH:5][CH:6]=[CH:7][C:2]=1[F:1])(=[O:10])=[O:9])([CH3:15])([CH3:14])[CH3:13]. (6) The product is: [Cl:19][C:12]1[CH:11]=[C:10]([CH2:15][CH3:16])[N:9]=[C:8]([C:4]2[CH:5]=[CH:6][CH:7]=[C:2]([Cl:1])[CH:3]=2)[N:13]=1. Given the reactants [Cl:1][C:2]1[CH:3]=[C:4]([C:8]2[NH:13][C:12](=O)[CH:11]=[C:10]([CH2:15][CH3:16])[N:9]=2)[CH:5]=[CH:6][CH:7]=1.O=P(Cl)(Cl)[Cl:19].C([O-])(O)=O.[Na+].[OH-].[Na+], predict the reaction product. (7) Given the reactants [C:1]([O:4][C@@H:5]([C@@H:35]1[C@@H:39]([O:40][C:41](=[O:43])[CH3:42])[C@@H:38]([O:44][C:45](=[O:47])[CH3:46])[C@H:37]([N:48]2[CH:53]=[CH:52][C:51](=[O:54])[NH:50][C:49]2=[O:55])[O:36]1)[CH:6]([C:30]([O:32][CH2:33][CH3:34])=[O:31])[NH:7][CH2:8][CH2:9][CH2:10][NH:11][C:12](=[O:29])[C@H:13]([CH2:25][CH:26]([CH3:28])[CH3:27])[NH:14]C(=O)OCC1C=CC=CC=1)(=[O:3])[CH3:2], predict the reaction product. The product is: [C:1]([O:4][C@@H:5]([C@@H:35]1[C@@H:39]([O:40][C:41](=[O:43])[CH3:42])[C@@H:38]([O:44][C:45](=[O:47])[CH3:46])[C@@H:37]([N:48]2[CH:53]=[CH:52][C:51](=[O:54])[NH:50][C:49]2=[O:55])[O:36]1)[CH:6]([NH:7][CH2:8][CH2:9][CH2:10][NH:11][C:12](=[O:29])[C@@H:13]([NH2:14])[CH2:25][CH:26]([CH3:27])[CH3:28])[C:30]([O:32][CH2:33][CH3:34])=[O:31])(=[O:3])[CH3:2]. (8) Given the reactants [NH2:1][C:2]1[NH:6][N:5]=[C:4]([C:7]2[CH:12]=[CH:11][C:10]([O:13][C:14]3[CH:19]=[CH:18][CH:17]=[CH:16][CH:15]=3)=[CH:9][CH:8]=2)[C:3]=1[C:20]([NH2:22])=[O:21].C([O-])([O-])=O.[K+].[K+].F[C:30]1[CH:35]=[CH:34][C:33]([N+:36]([O-:38])=[O:37])=[CH:32][C:31]=1[CH2:39][C:40](OC)=[O:41], predict the reaction product. The product is: [N+:36]([C:33]1[CH:34]=[CH:35][C:30]2[N:6]3[N:5]=[C:4]([C:7]4[CH:8]=[CH:9][C:10]([O:13][C:14]5[CH:19]=[CH:18][CH:17]=[CH:16][CH:15]=5)=[CH:11][CH:12]=4)[C:3]([C:20]([NH2:22])=[O:21])=[C:2]3[NH:1][C:40](=[O:41])[CH2:39][C:31]=2[CH:32]=1)([O-:38])=[O:37].